From a dataset of Retrosynthesis with 50K atom-mapped reactions and 10 reaction types from USPTO. Predict the reactants needed to synthesize the given product. Given the product C=Cc1ccc2c(c1)CCc1nc(-c3onc(-c4ccccc4)c3C(F)(F)F)sc1-2, predict the reactants needed to synthesize it. The reactants are: C=C[Sn](CCCC)(CCCC)CCCC.FC(F)(F)c1c(-c2ccccc2)noc1-c1nc2c(s1)-c1ccc(Br)cc1CC2.